From a dataset of Catalyst prediction with 721,799 reactions and 888 catalyst types from USPTO. Predict which catalyst facilitates the given reaction. (1) Reactant: [Cl:1][C:2]1[S:6][C:5]([Mg]Br)=[CH:4][CH:3]=1.O1CCCC1.C(OC([N:21]1[CH2:26][CH2:25][C:24](=O)[CH2:23][CH2:22]1)=O)(C)(C)C.[Cl-].[NH4+]. Product: [ClH:1].[Cl:1][C:2]1[S:6][C:5]([C:24]2[CH2:25][CH2:26][NH:21][CH2:22][CH:23]=2)=[CH:4][CH:3]=1. The catalyst class is: 7. (2) Reactant: [CH2:1]([C:12]1[NH:13][C:14]2[C:19]([CH:20]=1)=[CH:18][CH:17]=[CH:16][CH:15]=2)[CH2:2][CH2:3][CH2:4][CH2:5][CH2:6][CH2:7][CH2:8][CH2:9][CH2:10][CH3:11].[OH-].[K+].[O:23]1[C:28](=[O:29])[CH2:27][CH2:26][CH2:25][C:24]1=[O:30].[Cl-].[NH4+]. Product: [O:29]=[C:28]([N:13]1[C:14]2[C:19](=[CH:18][CH:17]=[CH:16][CH:15]=2)[CH:20]=[C:12]1[CH2:1][CH2:2][CH2:3][CH2:4][CH2:5][CH2:6][CH2:7][CH2:8][CH2:9][CH2:10][CH3:11])[CH2:27][CH2:26][CH2:25][C:24]([OH:30])=[O:23]. The catalyst class is: 148.